From a dataset of Experimentally validated miRNA-target interactions with 360,000+ pairs, plus equal number of negative samples. Binary Classification. Given a miRNA mature sequence and a target amino acid sequence, predict their likelihood of interaction. (1) The miRNA is hsa-miR-377-5p with sequence AGAGGUUGCCCUUGGUGAAUUC. The protein sequence of the target gene is MAANSSGQGFQNKNRVAILAELDKEKRKLLMQNQSSTNHPGASIALSRPSLNKDFRDHAEQQHIAAQQKAALQHAHAHSSGYFITQDSAFGNLILPVLPRLDPE. Result: 1 (interaction). (2) The miRNA is hsa-miR-6786-3p with sequence UGACGCCCCUUCUGAUUCUGCCU. The protein sequence of the target gene is MMMARKQDVRIPTYNISVVGLSGTEKEKGQCGIGKSCLCNRFVRPSADEFHLDHTSVLSTSDFGGRVVNNDHFLYWGEVSRSLEDCVECKMHIVEQTEFIDDQTFQPHRSTALQPYIKRAAATKLASAEKLMYFCTDQLGLEQDFEQKQMPDGKLLVDGFLLGIDVSRGMNRNFDDQLKFVSNLYNQLAKTKKPIVVVLTKCDEGVERYIRDAHTFALSKKNLQVVETSARSNVNVDLAFSTLVQLIDKSRGKTKIIPYFEALKQQSQQIATAKDKYEWLVSRIVKNHNENWLSVSRKMQ.... Result: 1 (interaction).